This data is from NCI-60 drug combinations with 297,098 pairs across 59 cell lines. The task is: Regression. Given two drug SMILES strings and cell line genomic features, predict the synergy score measuring deviation from expected non-interaction effect. (1) Drug 1: CN(C)N=NC1=C(NC=N1)C(=O)N. Drug 2: CCN(CC)CCCC(C)NC1=C2C=C(C=CC2=NC3=C1C=CC(=C3)Cl)OC. Cell line: SN12C. Synergy scores: CSS=11.5, Synergy_ZIP=-3.04, Synergy_Bliss=1.26, Synergy_Loewe=-6.44, Synergy_HSA=-0.861. (2) Drug 1: COC1=CC(=CC(=C1O)OC)C2C3C(COC3=O)C(C4=CC5=C(C=C24)OCO5)OC6C(C(C7C(O6)COC(O7)C8=CC=CS8)O)O. Drug 2: CC1=C(C=C(C=C1)NC(=O)C2=CC=C(C=C2)CN3CCN(CC3)C)NC4=NC=CC(=N4)C5=CN=CC=C5. Cell line: SN12C. Synergy scores: CSS=40.8, Synergy_ZIP=5.34, Synergy_Bliss=5.02, Synergy_Loewe=-35.1, Synergy_HSA=-0.0734. (3) Drug 1: C1=CN(C=N1)CC(O)(P(=O)(O)O)P(=O)(O)O. Drug 2: C1CN(P(=O)(OC1)NCCCl)CCCl. Cell line: HOP-92. Synergy scores: CSS=5.28, Synergy_ZIP=-0.896, Synergy_Bliss=0.225, Synergy_Loewe=-0.548, Synergy_HSA=0.642. (4) Drug 1: CN1C2=C(C=C(C=C2)N(CCCl)CCCl)N=C1CCCC(=O)O.Cl. Drug 2: CC1=C(C=C(C=C1)C(=O)NC2=CC(=CC(=C2)C(F)(F)F)N3C=C(N=C3)C)NC4=NC=CC(=N4)C5=CN=CC=C5. Cell line: CAKI-1. Synergy scores: CSS=16.7, Synergy_ZIP=2.34, Synergy_Bliss=-1.22, Synergy_Loewe=-5.92, Synergy_HSA=-6.25. (5) Drug 1: C1=CC(=CC=C1CC(C(=O)O)N)N(CCCl)CCCl.Cl. Drug 2: CC1=CC=C(C=C1)C2=CC(=NN2C3=CC=C(C=C3)S(=O)(=O)N)C(F)(F)F. Cell line: NCI-H522. Synergy scores: CSS=15.9, Synergy_ZIP=-4.41, Synergy_Bliss=-1.18, Synergy_Loewe=1.06, Synergy_HSA=2.02. (6) Cell line: EKVX. Synergy scores: CSS=3.49, Synergy_ZIP=-0.743, Synergy_Bliss=-1.90, Synergy_Loewe=-0.431, Synergy_HSA=-4.49. Drug 2: C(CN)CNCCSP(=O)(O)O. Drug 1: C1CC(C1)(C(=O)O)C(=O)O.[NH2-].[NH2-].[Pt+2]. (7) Drug 1: C1CC(C1)(C(=O)O)C(=O)O.[NH2-].[NH2-].[Pt+2]. Drug 2: CC1CCC2CC(C(=CC=CC=CC(CC(C(=O)C(C(C(=CC(C(=O)CC(OC(=O)C3CCCCN3C(=O)C(=O)C1(O2)O)C(C)CC4CCC(C(C4)OC)O)C)C)O)OC)C)C)C)OC. Cell line: OVCAR-4. Synergy scores: CSS=6.19, Synergy_ZIP=-2.29, Synergy_Bliss=-2.64, Synergy_Loewe=-4.65, Synergy_HSA=-2.31. (8) Drug 1: CC1=C(C=C(C=C1)NC2=NC=CC(=N2)N(C)C3=CC4=NN(C(=C4C=C3)C)C)S(=O)(=O)N.Cl. Drug 2: CC1C(C(CC(O1)OC2CC(OC(C2O)C)OC3=CC4=CC5=C(C(=O)C(C(C5)C(C(=O)C(C(C)O)O)OC)OC6CC(C(C(O6)C)O)OC7CC(C(C(O7)C)O)OC8CC(C(C(O8)C)O)(C)O)C(=C4C(=C3C)O)O)O)O. Cell line: A549. Synergy scores: CSS=0.791, Synergy_ZIP=0.389, Synergy_Bliss=0.155, Synergy_Loewe=1.47, Synergy_HSA=-0.632. (9) Drug 1: C1=C(C(=O)NC(=O)N1)F. Drug 2: COCCOC1=C(C=C2C(=C1)C(=NC=N2)NC3=CC=CC(=C3)C#C)OCCOC. Cell line: NCIH23. Synergy scores: CSS=62.1, Synergy_ZIP=-1.04, Synergy_Bliss=-2.60, Synergy_Loewe=2.47, Synergy_HSA=5.93. (10) Drug 2: CC(C)(C#N)C1=CC(=CC(=C1)CN2C=NC=N2)C(C)(C)C#N. Drug 1: CC1=C(C=C(C=C1)NC(=O)C2=CC=C(C=C2)CN3CCN(CC3)C)NC4=NC=CC(=N4)C5=CN=CC=C5. Synergy scores: CSS=-1.13, Synergy_ZIP=0.538, Synergy_Bliss=1.18, Synergy_Loewe=-1.58, Synergy_HSA=-1.32. Cell line: OVCAR-4.